This data is from Peptide-MHC class I binding affinity with 185,985 pairs from IEDB/IMGT. The task is: Regression. Given a peptide amino acid sequence and an MHC pseudo amino acid sequence, predict their binding affinity value. This is MHC class I binding data. (1) The peptide sequence is TLWKAGILY. The MHC is HLA-A03:01 with pseudo-sequence HLA-A03:01. The binding affinity (normalized) is 0.589. (2) The peptide sequence is MGYELWPTK. The MHC is HLA-A31:01 with pseudo-sequence HLA-A31:01. The binding affinity (normalized) is 0.265. (3) The peptide sequence is NPLEIYQEI. The MHC is HLA-A02:12 with pseudo-sequence HLA-A02:12. The binding affinity (normalized) is 0.0847. (4) The peptide sequence is NRDVSFQDL. The MHC is HLA-A26:01 with pseudo-sequence HLA-A26:01. The binding affinity (normalized) is 0.0847.